Dataset: Peptide-MHC class I binding affinity with 185,985 pairs from IEDB/IMGT. Task: Regression. Given a peptide amino acid sequence and an MHC pseudo amino acid sequence, predict their binding affinity value. This is MHC class I binding data. (1) The peptide sequence is GGMLVRNPLS. The MHC is HLA-A30:01 with pseudo-sequence HLA-A30:01. The binding affinity (normalized) is 0.227. (2) The binding affinity (normalized) is 0.923. The peptide sequence is NIAEYIAGL. The MHC is HLA-A02:03 with pseudo-sequence HLA-A02:03. (3) The peptide sequence is LYDRLASTV. The MHC is HLA-A02:01 with pseudo-sequence HLA-A02:01. The binding affinity (normalized) is 0.176. (4) The peptide sequence is LTDEDKQNQ. The MHC is HLA-B35:01 with pseudo-sequence HLA-B35:01. The binding affinity (normalized) is 0.0847.